From a dataset of Forward reaction prediction with 1.9M reactions from USPTO patents (1976-2016). Predict the product of the given reaction. (1) Given the reactants [CH3:1][O:2][C:3](=[O:12])[C:4]1[CH:9]=[CH:8][C:7]([CH3:10])=[C:6](Br)[CH:5]=1.[OH:13][C:14]([C:16]1[CH:21]=[CH:20][C:19](B(O)O)=[CH:18][CH:17]=1)=[O:15].C(=O)([O-])[O-].[Cs+].[Cs+], predict the reaction product. The product is: [CH3:1][O:2][C:3]([C:4]1[CH:5]=[C:6]([C:19]2[CH:20]=[CH:21][C:16]([C:14]([OH:15])=[O:13])=[CH:17][CH:18]=2)[C:7]([CH3:10])=[CH:8][CH:9]=1)=[O:12]. (2) Given the reactants [CH:1]1([N:5]2[CH2:10][CH2:9][CH:8]([O:11][C:12]3[CH:17]=[CH:16][C:15]([C:18]4([C:24]#[N:25])[CH2:23][CH2:22][O:21][CH2:20][CH2:19]4)=[CH:14][CH:13]=3)[CH2:7][CH2:6]2)[CH2:4][CH2:3][CH2:2]1.[H-].[Al+3].[Li+].[H-].[H-].[H-], predict the reaction product. The product is: [CH:1]1([N:5]2[CH2:10][CH2:9][CH:8]([O:11][C:12]3[CH:17]=[CH:16][C:15]([C:18]4([CH2:24][NH2:25])[CH2:19][CH2:20][O:21][CH2:22][CH2:23]4)=[CH:14][CH:13]=3)[CH2:7][CH2:6]2)[CH2:4][CH2:3][CH2:2]1. (3) Given the reactants [F:1][C:2]1[CH:9]=[C:8]([CH2:10][CH2:11][OH:12])[CH:7]=[CH:6][C:3]=1[C:4]#[N:5].[CH3:13][S:14](Cl)(=[O:16])=[O:15], predict the reaction product. The product is: [CH3:13][S:14]([O:12][CH2:11][CH2:10][C:8]1[CH:7]=[CH:6][C:3]([C:4]#[N:5])=[C:2]([F:1])[CH:9]=1)(=[O:16])=[O:15]. (4) Given the reactants [C:1]([O:5][C:6](=[O:13])[NH:7][CH2:8][CH2:9][CH2:10][NH:11][CH3:12])([CH3:4])([CH3:3])[CH3:2].[Cl:14][C:15]1[N:19]=[C:18](Cl)[S:17][N:16]=1.C(N(CC)CC)C, predict the reaction product. The product is: [C:1]([O:5][C:6](=[O:13])[NH:7][CH2:8][CH2:9][CH2:10][N:11]([C:18]1[S:17][N:16]=[C:15]([Cl:14])[N:19]=1)[CH3:12])([CH3:4])([CH3:3])[CH3:2]. (5) Given the reactants [CH2:1]([S:3]([C:6]1[CH:7]=[C:8]([C:12]2[CH:17]=[C:16]([N+:18]([O-])=O)[C:15]([CH3:21])=[C:14]([C:22]([O:24][CH3:25])=[O:23])[CH:13]=2)[CH:9]=[CH:10][CH:11]=1)(=[O:5])=[O:4])[CH3:2].[Cl-].[Ca+2].[Cl-], predict the reaction product. The product is: [NH2:18][C:16]1[C:15]([CH3:21])=[C:14]([C:22]([O:24][CH3:25])=[O:23])[CH:13]=[C:12]([C:8]2[CH:9]=[CH:10][CH:11]=[C:6]([S:3]([CH2:1][CH3:2])(=[O:5])=[O:4])[CH:7]=2)[CH:17]=1.